From a dataset of M1 muscarinic receptor agonist screen with 61,833 compounds. Binary Classification. Given a drug SMILES string, predict its activity (active/inactive) in a high-throughput screening assay against a specified biological target. (1) The drug is OC(=O)C1CCCN(C1)C(=O)NCc1ccccc1. The result is 0 (inactive). (2) The molecule is Brc1cc2c(N(C(=O)C3CC3)CC2)c(S(=O)(=O)NCc2occc2)c1. The result is 0 (inactive).